From a dataset of Reaction yield outcomes from USPTO patents with 853,638 reactions. Predict the reaction yield, written as a fraction of the theoretical maximum amount of product (1.0 means a 100% yield; for example, 0.34 means a 34% yield). (1) The product is [CH:1]1[C:11]2[CH2:10][CH2:9][C:8]3[CH:12]=[CH:13][CH:14]=[CH:15][C:7]=3[C:6](=[CH:16][C:17]3[CH:22]=[CH:21][C:20]([NH:23][C:24](=[O:26])[CH3:25])=[CH:19][CH:18]=3)[C:5]=2[CH:4]=[CH:3][CH:2]=1. No catalyst specified. The yield is 0.510. The reactants are [CH:1]1[C:11]2[CH2:10][CH2:9][C:8]3[CH:12]=[CH:13][CH:14]=[CH:15][C:7]=3[C:6](=[CH:16][C:17]3[CH:22]=[CH:21][C:20]([NH2:23])=[CH:19][CH:18]=3)[C:5]=2[CH:4]=[CH:3][CH:2]=1.[C:24](Cl)(=[O:26])[CH3:25]. (2) The reactants are Cl.[CH3:2][C:3]1[C:7]([C:8]2[CH:9]=[C:10]3[N:19]([CH3:20])[CH:18]=[CH:17][C:11]3=[N:12][C:13]=2[C@@H:14]([NH2:16])[CH3:15])=[C:6]([CH3:21])[NH:5][N:4]=1.[NH2:22][C:23]1[N:28]=[C:27]([NH2:29])[C:26]([C:30]#[N:31])=[C:25](Cl)[N:24]=1.C(N(C(C)C)C(C)C)C. The catalyst is C(#N)C. The product is [NH2:22][C:23]1[N:28]=[C:27]([NH2:29])[C:26]([C:30]#[N:31])=[C:25]([NH:16][C@H:14]([C:13]2[N:12]=[C:11]3[CH:17]=[CH:18][N:19]([CH3:20])[C:10]3=[CH:9][C:8]=2[C:7]2[C:6]([CH3:21])=[N:5][NH:4][C:3]=2[CH3:2])[CH3:15])[N:24]=1. The yield is 0.550.